Dataset: Catalyst prediction with 721,799 reactions and 888 catalyst types from USPTO. Task: Predict which catalyst facilitates the given reaction. (1) The catalyst class is: 2. Product: [Br:5][CH2:1][CH2:8][CH2:9][CH2:10][NH:11][C:12](=[O:18])[O:13][C:14]([CH3:17])([CH3:16])[CH3:15]. Reactant: [C:1]([Br:5])(Br)(Br)Br.OC[CH2:8][CH2:9][CH2:10][NH:11][C:12](=[O:18])[O:13][C:14]([CH3:17])([CH3:16])[CH3:15].C1(P(C2C=CC=CC=2)C2C=CC=CC=2)C=CC=CC=1. (2) Product: [C:1]([O:5][C:6]([N:8]1[CH2:13][CH2:12][CH:11]([N:14]2[C:23](=[O:25])[CH2:22][O:21][C:20]3[CH:19]=[CH:18][CH:17]=[N:16][C:15]2=3)[CH2:10][CH2:9]1)=[O:7])([CH3:2])([CH3:3])[CH3:4]. The catalyst class is: 72. Reactant: [C:1]([O:5][C:6]([N:8]1[CH2:13][CH2:12][CH:11]([NH:14][C:15]2[C:20]([O:21][CH2:22][C:23]([O:25]CC)=O)=[CH:19][CH:18]=[CH:17][N:16]=2)[CH2:10][CH2:9]1)=[O:7])([CH3:4])([CH3:3])[CH3:2].[Li+].[OH-].CN(C(ON1N=NC2C=CC=NC1=2)=[N+](C)C)C.F[P-](F)(F)(F)(F)F. (3) Reactant: [CH3:1][O:2][C:3](=[O:17])[CH2:4][C:5]1[N:6]=[C:7]([C:10]2[CH:15]=[CH:14][C:13]([OH:16])=[CH:12][CH:11]=2)[O:8][CH:9]=1.C(=O)([O-])[O-].[K+].[K+].Br[CH2:25][CH2:26][Cl:27]. Product: [Cl:27][CH2:26][CH2:25][O:16][C:13]1[CH:14]=[CH:15][C:10]([C:7]2[O:8][CH:9]=[C:5]([CH2:4][C:3]([O:2][CH3:1])=[O:17])[N:6]=2)=[CH:11][CH:12]=1. The catalyst class is: 21. (4) Reactant: [Cl:1][C:2]1[CH:7]=[C:6]([Cl:8])[CH:5]=[C:4]([Cl:9])[C:3]=1[CH2:10][O:11][C:12]1[CH:17]=[CH:16][C:15]2[C:18]3([CH2:34][O:35][C:14]=2[CH:13]=1)[CH2:23][CH2:22][N:21]([CH2:24][CH2:25][CH2:26][C:27]([O:29]C(C)(C)C)=[O:28])[CH2:20][CH2:19]3.O1CCOCC1. Product: [ClH:1].[Cl:9][C:4]1[CH:5]=[C:6]([Cl:8])[CH:7]=[C:2]([Cl:1])[C:3]=1[CH2:10][O:11][C:12]1[CH:17]=[CH:16][C:15]2[C:18]3([CH2:34][O:35][C:14]=2[CH:13]=1)[CH2:23][CH2:22][N:21]([CH2:24][CH2:25][CH2:26][C:27]([OH:29])=[O:28])[CH2:20][CH2:19]3. The catalyst class is: 33.